Dataset: Forward reaction prediction with 1.9M reactions from USPTO patents (1976-2016). Task: Predict the product of the given reaction. (1) Given the reactants Cl[C:2]1[CH:7]=[C:6]([CH3:8])[N:5]=[C:4]([C:9]2[CH:14]=[CH:13][CH:12]=[C:11]([CH3:15])[CH:10]=2)[N:3]=1.[CH3:16][O:17][C:18]1[CH:23]=[CH:22][C:21]([NH2:24])=[CH:20][CH:19]=1, predict the reaction product. The product is: [CH3:16][O:17][C:18]1[CH:23]=[CH:22][C:21]([NH:24][C:2]2[CH:7]=[C:6]([CH3:8])[N:5]=[C:4]([C:9]3[CH:14]=[CH:13][CH:12]=[C:11]([CH3:15])[CH:10]=3)[N:3]=2)=[CH:20][CH:19]=1. (2) Given the reactants [CH3:1][CH:2]1[CH2:7][C:6](=O)[CH2:5][CH:4]([CH3:9])[S:3]1.[Si](OS(C(F)(F)F)(=O)=O)(C)(C)C.[Br:22][C:23]1[CH:24]=[C:25]2[C:29](=[C:30]([C:32]([O:34][CH2:35][CH3:36])=[O:33])[CH:31]=1)[NH:28][CH:27]=[CH:26]2.C([SiH](CC)CC)C, predict the reaction product. The product is: [Br:22][C:23]1[CH:24]=[C:25]2[C:29](=[C:30]([C:32]([O:34][CH2:35][CH3:36])=[O:33])[CH:31]=1)[NH:28][CH:27]=[C:26]2[CH:6]1[CH2:7][CH:2]([CH3:1])[S:3][CH:4]([CH3:9])[CH2:5]1. (3) Given the reactants Br[C:2]1[S:10][C:9]2[C:8](=[O:11])[N:7]([CH:12]3[CH2:17][CH2:16][N:15]([C:18]([O:20][C:21]([CH3:24])([CH3:23])[CH3:22])=[O:19])[CH2:14][CH2:13]3)[C:6](=[O:25])[N:5]([CH2:26][C:27]3[O:31][N:30]=[C:29]([CH2:32][CH3:33])[N:28]=3)[C:4]=2[CH:3]=1.[F:34][C:35]1[CH:40]=[CH:39][CH:38]=[CH:37][C:36]=1B(O)O.C(=O)([O-])[O-].[Cs+].[Cs+].COCCOC, predict the reaction product. The product is: [CH2:32]([C:29]1[N:28]=[C:27]([CH2:26][N:5]2[C:4]3[CH:3]=[C:2]([C:36]4[CH:37]=[CH:38][CH:39]=[CH:40][C:35]=4[F:34])[S:10][C:9]=3[C:8](=[O:11])[N:7]([CH:12]3[CH2:13][CH2:14][N:15]([C:18]([O:20][C:21]([CH3:23])([CH3:24])[CH3:22])=[O:19])[CH2:16][CH2:17]3)[C:6]2=[O:25])[O:31][N:30]=1)[CH3:33]. (4) Given the reactants [Cl:1][C:2]1[CH:3]=[C:4]([C:10]2[C:11]([CH3:31])=[N:12][N:13]([CH2:16][C:17]3[CH:22]=[CH:21][C:20]([C:23]4[S:24][CH:25]=[C:26]([C:28](O)=[O:29])[N:27]=4)=[CH:19][CH:18]=3)[C:14]=2[CH3:15])[CH:5]=[CH:6][C:7]=1[C:8]#[N:9].[NH4+].O[N:34]1C2C=CC=CC=2N=N1.CCN=C=NCCCN(C)C.Cl, predict the reaction product. The product is: [Cl:1][C:2]1[CH:3]=[C:4]([C:10]2[C:11]([CH3:31])=[N:12][N:13]([CH2:16][C:17]3[CH:22]=[CH:21][C:20]([C:23]4[S:24][CH:25]=[C:26]([C:28]([NH2:34])=[O:29])[N:27]=4)=[CH:19][CH:18]=3)[C:14]=2[CH3:15])[CH:5]=[CH:6][C:7]=1[C:8]#[N:9]. (5) The product is: [N+:22]([C@@H:8]1[CH2:7][C:2]([C:3]([O:5][CH3:6])=[O:4])=[CH:11][CH2:10][C@H:9]1[C:13]1[CH:18]=[C:17]([F:19])[C:16]([F:20])=[CH:15][C:14]=1[F:21])([O-:24])=[O:23]. Given the reactants C=[C:2]([CH2:7][CH:8]([N+:22]([O-:24])=[O:23])[CH:9]([C:13]1[CH:18]=[C:17]([F:19])[C:16]([F:20])=[CH:15][C:14]=1[F:21])[CH2:10][CH:11]=C)[C:3]([O:5][CH3:6])=[O:4].C(N(CC)CC)C.CS(C)=O, predict the reaction product. (6) Given the reactants [F:1][C:2]1[CH:7]=[CH:6][C:5]([C:8]2[C:12]([CH2:13][OH:14])=[C:11]([CH3:15])[O:10][N:9]=2)=[CH:4][CH:3]=1.[CH3:16][O:17][C:18]([C:20]1[O:24][NH:23][C:22](=O)[CH:21]=1)=[O:19].C1(P(C2C=CC=CC=2)C2C=CC=CC=2)C=CC=CC=1.N(C(OCC)=O)=NC(OCC)=O, predict the reaction product. The product is: [CH3:16][O:17][C:18]([C:20]1[O:24][N:23]=[C:22]([O:14][CH2:13][C:12]2[C:8]([C:5]3[CH:4]=[CH:3][C:2]([F:1])=[CH:7][CH:6]=3)=[N:9][O:10][C:11]=2[CH3:15])[CH:21]=1)=[O:19].